This data is from Catalyst prediction with 721,799 reactions and 888 catalyst types from USPTO. The task is: Predict which catalyst facilitates the given reaction. (1) Reactant: [NH2:1][C:2]([C:4]1[CH:5]=[N:6][C:7]2[C:12]([C:13]=1[NH:14][C:15]1[CH:16]=[C:17]([CH:23]=[CH:24][CH:25]=1)[C:18]([O:20][CH2:21][CH3:22])=[O:19])=[CH:11][CH:10]=[C:9](Br)[CH:8]=2)=[O:3].[CH3:27][O:28][C:29]1[CH:34]=[C:33](B2OC(C)(C)C(C)(C)O2)[CH:32]=[C:31]([C:44]([F:47])([F:46])[F:45])[N:30]=1. Product: [NH2:1][C:2]([C:4]1[CH:5]=[N:6][C:7]2[C:12]([C:13]=1[NH:14][C:15]1[CH:16]=[C:17]([CH:23]=[CH:24][CH:25]=1)[C:18]([O:20][CH2:21][CH3:22])=[O:19])=[CH:11][CH:10]=[C:9]([C:33]1[CH:32]=[C:31]([C:44]([F:46])([F:47])[F:45])[N:30]=[C:29]([O:28][CH3:27])[CH:34]=1)[CH:8]=2)=[O:3]. The catalyst class is: 70. (2) Reactant: N1C=CC=CC=1.[CH2:7]([OH:11])[CH2:8][CH2:9][CH3:10].[Cl:12][C:13]1[CH:18]=[C:17]([Cl:19])[CH:16]=[CH:15][C:14]=1[O:20][P:21](Cl)(=[O:31])[O:22][C:23]1[CH:28]=[CH:27][C:26]([Cl:29])=[CH:25][C:24]=1[Cl:30]. Product: [P:21]([O:20][C:14]1[CH:15]=[CH:16][C:17]([Cl:19])=[CH:18][C:13]=1[Cl:12])([O:22][C:23]1[CH:28]=[CH:27][C:26]([Cl:29])=[CH:25][C:24]=1[Cl:30])([O:11][CH2:7][CH2:8][CH2:9][CH3:10])=[O:31]. The catalyst class is: 2. (3) Reactant: [C:1]([O:4][C@@H:5]1[C@@H:9]([C:10]2[O:14][N:13]=[C:12]([CH2:15][CH3:16])[CH:11]=2)[O:8][C@@H:7]([N:17]2[CH:25]=[N:24][C:23]3[C:18]2=[N:19][C:20]([Cl:27])=[N:21][C:22]=3[Cl:26])[C@@H:6]1[O:28][C:29](=[O:31])[CH3:30])(=[O:3])[CH3:2].[NH2:32][C@@H:33]([CH2:36][C:37]1[CH:42]=[CH:41][CH:40]=[CH:39][CH:38]=1)[CH2:34][OH:35].CCN(C(C)C)C(C)C.Cl. Product: [ClH:26].[C:1]([O:4][C@@H:5]1[C@@H:9]([C:10]2[O:14][N:13]=[C:12]([CH2:15][CH3:16])[CH:11]=2)[O:8][C@@H:7]([N:17]2[CH:25]=[N:24][C:23]3[C:18]2=[N:19][C:20]([Cl:27])=[N:21][C:22]=3[NH:32][C@@H:33]([CH2:36][C:37]2[CH:42]=[CH:41][CH:40]=[CH:39][CH:38]=2)[CH2:34][OH:35])[C@@H:6]1[O:28][C:29](=[O:31])[CH3:30])(=[O:3])[CH3:2]. The catalyst class is: 26. (4) Reactant: O=[CH:2][CH2:3][CH2:4][C:5]1[CH:10]=[C:9]([C:11]2[CH:16]=[CH:15][CH:14]=[C:13]([C:17]([F:20])([F:19])[F:18])[CH:12]=2)[N:8]=[C:7]([C:21]#[N:22])[N:6]=1.[NH2:23][CH2:24][C:25]([OH:27])=[O:26].[OH2:28].C([BH3-])#N. Product: [F:18][C:17]([F:20])([F:19])[C:13]([OH:26])=[O:28].[C:25]([CH2:24][NH:23][CH2:2][CH2:3][CH2:4][C:5]1[CH:10]=[C:9]([C:11]2[CH:16]=[CH:15][CH:14]=[C:13]([C:17]([F:19])([F:18])[F:20])[CH:12]=2)[N:8]=[C:7]([C:21]#[N:22])[N:6]=1)([OH:27])=[O:26].[C:25]([CH2:24][NH:23][CH2:2][CH2:3][CH2:4][C:5]1[CH:10]=[C:9]([C:11]2[CH:16]=[CH:15][CH:14]=[C:13]([C:17]([F:19])([F:18])[F:20])[CH:12]=2)[N:8]=[C:7]([C:21]#[N:22])[N:6]=1)([OH:27])=[O:26]. The catalyst class is: 130. (5) Reactant: [CH3:1][C:2]1[CH:7]=[CH:6][C:5]([NH:8][C:9]([NH:11][C:12]2[N:13]=[C:14]([C:18]([OH:20])=O)[N:15]([CH3:17])[CH:16]=2)=[O:10])=[CH:4][C:3]=1[F:21].CN(C(ON1N=NC2C=CC=NC1=2)=[N+](C)C)C.F[P-](F)(F)(F)(F)F.[N:46]1[CH:51]=[CH:50][CH:49]=[C:48]([CH2:52][NH2:53])[CH:47]=1. Product: [F:21][C:3]1[CH:4]=[C:5]([NH:8][C:9]([NH:11][C:12]2[N:13]=[C:14]([C:18]([NH:53][CH2:52][C:48]3[CH:47]=[N:46][CH:51]=[CH:50][CH:49]=3)=[O:20])[N:15]([CH3:17])[CH:16]=2)=[O:10])[CH:6]=[CH:7][C:2]=1[CH3:1]. The catalyst class is: 239. (6) Reactant: ClC1C(Cl)=CC=CC=1N1CCCN([CH2:16][CH2:17][CH2:18][CH2:19][O:20][C:21]2[CH:30]=[C:29]3[C:24]([CH:25]=[CH:26][C:27](=[O:31])[NH:28]3)=[CH:23][CH:22]=2)CC1.[Na+].[I-].[O:34]1[CH2:39][CH2:38][O:37][C:36]2[C:40]([N:44]3[CH2:49][CH2:48][NH:47][CH2:46][CH2:45]3)=[CH:41][CH:42]=[CH:43][C:35]1=2.C([O-])([O-])=O.[K+].[K+]. Product: [O:34]1[CH2:39][CH2:38][O:37][C:36]2[C:40]([N:44]3[CH2:45][CH2:46][N:47]([CH2:16][CH2:17][CH2:18][CH2:19][O:20][C:21]4[CH:30]=[C:29]5[C:24]([CH2:25][CH2:26][C:27](=[O:31])[NH:28]5)=[CH:23][CH:22]=4)[CH2:48][CH2:49]3)=[CH:41][CH:42]=[CH:43][C:35]1=2. The catalyst class is: 23.